This data is from Forward reaction prediction with 1.9M reactions from USPTO patents (1976-2016). The task is: Predict the product of the given reaction. (1) Given the reactants [Cl:1][C:2]1[CH:3]=[C:4]([C:9]2([C:24]([F:27])([F:26])[F:25])[O:13][N:12]=[C:11]([C:14]3[CH:22]=[CH:21][C:17]([C:18](Cl)=[O:19])=[C:16]([CH3:23])[CH:15]=3)[CH2:10]2)[CH:5]=[C:6]([Cl:8])[CH:7]=1.O.[NH3:29], predict the reaction product. The product is: [Cl:1][C:2]1[CH:3]=[C:4]([C:9]2([C:24]([F:27])([F:26])[F:25])[O:13][N:12]=[C:11]([C:14]3[CH:22]=[CH:21][C:17]([C:18]([NH2:29])=[O:19])=[C:16]([CH3:23])[CH:15]=3)[CH2:10]2)[CH:5]=[C:6]([Cl:8])[CH:7]=1. (2) Given the reactants [OH:1][C:2]1[C:3]([C:8]([OH:10])=[O:9])=[N:4][CH:5]=[CH:6][CH:7]=1.[CH2:11](O)[CH3:12].S(=O)(=O)(O)O, predict the reaction product. The product is: [OH:1][C:2]1[C:3]([C:8]([O:10][CH2:11][CH3:12])=[O:9])=[N:4][CH:5]=[CH:6][CH:7]=1. (3) Given the reactants [BH4-].[Na+].[CH:3]([C:5]1[CH:6]=[C:7]2[CH:13]=[C:12]([C:14]([N:16]([CH3:18])[CH3:17])=[O:15])[O:11][C:8]2=[N:9][CH:10]=1)=[O:4], predict the reaction product. The product is: [OH:4][CH2:3][C:5]1[CH:6]=[C:7]2[CH:13]=[C:12]([C:14]([N:16]([CH3:18])[CH3:17])=[O:15])[O:11][C:8]2=[N:9][CH:10]=1. (4) Given the reactants C(OC(=O)[NH:7][C:8]1[CH:13]=[C:12]([CH3:14])[C:11]([C:15]([F:18])([F:17])[F:16])=[CH:10][C:9]=1[NH2:19])(C)(C)C.C(O[C:26](=[O:44])[CH2:27][C:28]([C:30]1[CH:35]=[CH:34][CH:33]=[C:32]([C:36]2[CH:41]=[C:40]([NH:42][CH3:43])[N:39]=[CH:38][N:37]=2)[CH:31]=1)=O)(C)(C)C, predict the reaction product. The product is: [CH3:14][C:12]1[C:11]([C:15]([F:16])([F:17])[F:18])=[CH:10][C:9]2[NH:19][C:26](=[O:44])[CH2:27][C:28]([C:30]3[CH:35]=[CH:34][CH:33]=[C:32]([C:36]4[CH:41]=[C:40]([NH:42][CH3:43])[N:39]=[CH:38][N:37]=4)[CH:31]=3)=[N:7][C:8]=2[CH:13]=1.